Predict the reactants needed to synthesize the given product. From a dataset of Full USPTO retrosynthesis dataset with 1.9M reactions from patents (1976-2016). Given the product [N:4]1([C:7]2[N:8]=[C:9]([C:27]3[C:22]([C:21]([F:39])([F:38])[F:20])=[CH:23][C:24]([NH2:37])=[N:25][CH:26]=3)[CH:10]=[C:11]([N:13]3[CH2:18][CH2:17][O:16][CH2:15][CH2:14]3)[N:12]=2)[CH2:5][CH2:6][O:1][CH2:2][CH2:3]1, predict the reactants needed to synthesize it. The reactants are: [O:1]1[CH2:6][CH2:5][N:4]([C:7]2[N:12]=[C:11]([N:13]3[CH2:18][CH2:17][O:16][CH2:15][CH2:14]3)[CH:10]=[C:9](Cl)[N:8]=2)[CH2:3][CH2:2]1.[F:20][C:21]([F:39])([F:38])[C:22]1[C:27](B2OC(C)(C)C(C)(C)O2)=[CH:26][N:25]=[C:24]([NH2:37])[CH:23]=1.